This data is from Catalyst prediction with 721,799 reactions and 888 catalyst types from USPTO. The task is: Predict which catalyst facilitates the given reaction. (1) Reactant: CN(C)C=O.N1CCCCC1.C1(NC(N2C3C(=CC(OC4C=CN=C(N(C(OC5C=CC=CC=5)=O)C(=O)OC5C=CC=CC=5)C=4)=CC=3)C=C2)=O)CC1.[CH:53]1([NH:56][C:57]([N:59]2[C:67]3[C:62](=[CH:63][C:64]([O:68][C:69]4[CH:74]=[CH:73][N:72]=[C:71]([NH:75][C:76]([N:78]5[CH2:83][CH2:82][CH:81](N6CCCC6)[CH2:80][CH2:79]5)=[O:77])[CH:70]=4)=[CH:65][CH:66]=3)[CH:61]=[CH:60]2)=[O:58])[CH2:55][CH2:54]1. Product: [CH:53]1([NH:56][C:57]([N:59]2[C:67]3[C:62](=[CH:63][C:64]([O:68][C:69]4[CH:74]=[CH:73][N:72]=[C:71]([NH:75][C:76]([N:78]5[CH2:83][CH2:82][CH2:81][CH2:80][CH2:79]5)=[O:77])[CH:70]=4)=[CH:65][CH:66]=3)[CH:61]=[CH:60]2)=[O:58])[CH2:55][CH2:54]1. The catalyst class is: 27. (2) Reactant: [C:1]([O:5][C:6]1[CH:11]=[N:10][CH:9]=[C:8]([CH:12]=[CH2:13])[N:7]=1)([CH3:4])([CH3:3])[CH3:2].Cl.[Cl:15][C:16]1[CH:29]=[CH:28][CH:27]=[CH:26][C:17]=1[O:18][CH2:19][CH:20]1[CH2:25][CH2:24][NH:23][CH2:22][CH2:21]1.C(=O)([O-])[O-].[K+].[K+].CN(C)C=O. Product: [C:1]([O:5][C:6]1[CH:11]=[N:10][CH:9]=[C:8]([CH2:12][CH2:13][N:23]2[CH2:22][CH2:21][CH:20]([CH2:19][O:18][C:17]3[CH:26]=[CH:27][CH:28]=[CH:29][C:16]=3[Cl:15])[CH2:25][CH2:24]2)[N:7]=1)([CH3:4])([CH3:3])[CH3:2]. The catalyst class is: 13. (3) Reactant: [O:1]=[S:2]1(=[O:34])[C:6]2[CH:7]=[CH:8][C:9]([C:11](=[O:33])[CH2:12][N:13]3[CH2:18][CH2:17][N:16]([CH2:19][C@@H:20]([C:22]4[CH:31]=[CH:30][C:25]5[C:26](=[O:29])[O:27][CH2:28][C:24]=5[C:23]=4[CH3:32])[OH:21])[CH2:15][CH2:14]3)=[CH:10][C:5]=2[CH2:4][CH2:3]1.[BH4-].[Na+]. Product: [O:34]=[S:2]1(=[O:1])[C:6]2[CH:7]=[CH:8][C:9]([CH:11]([OH:33])[CH2:12][N:13]3[CH2:14][CH2:15][N:16]([CH2:19][C@@H:20]([C:22]4[CH:31]=[CH:30][C:25]5[C:26](=[O:29])[O:27][CH2:28][C:24]=5[C:23]=4[CH3:32])[OH:21])[CH2:17][CH2:18]3)=[CH:10][C:5]=2[CH2:4][CH2:3]1. The catalyst class is: 5. (4) Reactant: [Br:1][C:2]1[CH:7]=[C:6]([C:8]2[CH:13]=[CH:12][CH:11]=[CH:10][CH:9]=2)[C:5]([C:14](OC)=[O:15])=[CH:4][CH:3]=1.[H-].[H-].[H-].[H-].[Li+].[Al+3].O. Product: [Br:1][C:2]1[CH:3]=[CH:4][C:5]([CH2:14][OH:15])=[C:6]([C:8]2[CH:13]=[CH:12][CH:11]=[CH:10][CH:9]=2)[CH:7]=1. The catalyst class is: 1. (5) Reactant: [NH:1]1[CH2:6][CH2:5][O:4][CH2:3][CH2:2]1.Cl[C:8]1[C:9](=[O:21])[N:10]([C:14]2[CH:19]=[CH:18][C:17]([I:20])=[CH:16][CH:15]=2)[CH2:11][CH2:12][CH:13]=1.C1(C)C=CC=CC=1. Product: [I:20][C:17]1[CH:18]=[CH:19][C:14]([N:10]2[CH2:11][CH2:12][CH:13]=[C:8]([N:1]3[CH2:6][CH2:5][O:4][CH2:3][CH2:2]3)[C:9]2=[O:21])=[CH:15][CH:16]=1. The catalyst class is: 6. (6) Reactant: [OH:1][C:2]1[CH:9]=[CH:8][C:5]([CH:6]=[O:7])=[C:4]([N+:10]([O-:12])=[O:11])[C:3]=1[O:13][CH3:14].Br[CH2:16][C:17]([O:19][CH3:20])=[O:18].C(=O)([O-])[O-].[K+].[K+]. Product: [CH:6]([C:5]1[CH:8]=[CH:9][C:2]([O:1][CH2:16][C:17]([O:19][CH3:20])=[O:18])=[C:3]([O:13][CH3:14])[C:4]=1[N+:10]([O-:12])=[O:11])=[O:7]. The catalyst class is: 3. (7) Reactant: [Si:1]([O:8][CH2:9][C:10]1([CH3:38])[S:16][CH2:15][CH2:14][N:13]2[C:17]([C:20]3([C:23]4[CH:28]=[CH:27][C:26](B5OC(C)(C)C(C)(C)O5)=[CH:25][CH:24]=4)[CH2:22][CH2:21]3)=[N:18][N:19]=[C:12]2[CH2:11]1)([C:4]([CH3:7])([CH3:6])[CH3:5])([CH3:3])[CH3:2].Cl[C:40]1[N:41]=[N:42][CH:43]=[CH:44][CH:45]=1.C(=O)([O-])[O-].[K+].[K+].C(=O)([O-])O.[Na+]. Product: [Si:1]([O:8][CH2:9][C:10]1([CH3:38])[S:16][CH2:15][CH2:14][N:13]2[C:17]([C:20]3([C:23]4[CH:28]=[CH:27][C:26]([C:40]5[N:41]=[N:42][CH:43]=[CH:44][CH:45]=5)=[CH:25][CH:24]=4)[CH2:21][CH2:22]3)=[N:18][N:19]=[C:12]2[CH2:11]1)([C:4]([CH3:7])([CH3:5])[CH3:6])([CH3:2])[CH3:3]. The catalyst class is: 437.